This data is from Peptide-MHC class I binding affinity with 185,985 pairs from IEDB/IMGT. The task is: Regression. Given a peptide amino acid sequence and an MHC pseudo amino acid sequence, predict their binding affinity value. This is MHC class I binding data. The peptide sequence is AEFKSRFFVW. The MHC is HLA-B44:02 with pseudo-sequence HLA-B44:02. The binding affinity (normalized) is 0.759.